Dataset: Full USPTO retrosynthesis dataset with 1.9M reactions from patents (1976-2016). Task: Predict the reactants needed to synthesize the given product. (1) Given the product [CH2:23]([N:7]1[C:8]2[C:4](=[CH:3][C:2]([C:36]3[S:35][CH:39]=[CH:38][CH:37]=3)=[CH:10][CH:9]=2)[C:5]([C:20](=[O:22])[CH3:21])=[CH:6]1)[CH2:24][CH2:25][CH3:26], predict the reactants needed to synthesize it. The reactants are: Br[C:2]1[CH:3]=[C:4]2[C:8](=[CH:9][CH:10]=1)[N:7](S(C1C=CC=CC=1)(=O)=O)[CH:6]=[C:5]2[C:20](=[O:22])[CH3:21].[CH3:23][CH2:24][CH2:25][CH2:26]O.C1(C)C=CC=CC=1.[S:35]1[CH:39]=[CH:38][CH:37]=[C:36]1B(O)O. (2) Given the product [CH2:33]([N:27]1[CH2:28][C@H:3]([C:4]2[CH:5]=[CH:6][CH:7]=[CH:8][CH:9]=2)[C@@H:2]([C:1]([N:11]2[C@@H:15]([CH2:16][C:17]3[CH:18]=[CH:19][CH:20]=[CH:21][CH:22]=3)[CH2:14][O:13][C:12]2=[O:23])=[O:10])[CH2:26]1)[C:34]1[CH:39]=[CH:38][CH:37]=[CH:36][CH:35]=1.[CH2:33]([N:27]1[CH2:28][C@@H:3]([C:4]2[CH:5]=[CH:6][CH:7]=[CH:8][CH:9]=2)[C@H:2]([C:1]([N:11]2[C@@H:15]([CH2:16][C:17]3[CH:18]=[CH:19][CH:20]=[CH:21][CH:22]=3)[CH2:14][O:13][C:12]2=[O:23])=[O:10])[CH2:26]1)[C:34]1[CH:39]=[CH:38][CH:37]=[CH:36][CH:35]=1, predict the reactants needed to synthesize it. The reactants are: [C:1]([N:11]1[C@@H:15]([CH2:16][C:17]2[CH:22]=[CH:21][CH:20]=[CH:19][CH:18]=2)[CH2:14][O:13][C:12]1=[O:23])(=[O:10])/[CH:2]=[CH:3]/[C:4]1[CH:9]=[CH:8][CH:7]=[CH:6][CH:5]=1.CO[CH2:26][N:27]([CH2:33][C:34]1[CH:39]=[CH:38][CH:37]=[CH:36][CH:35]=1)[CH2:28][Si](C)(C)C.FC(F)(F)C(O)=O. (3) Given the product [C:1]([O:5][C:6](=[O:25])[NH:7][C:8]1[CH:13]=[C:12]([N:14]2[CH2:15][CH2:16][O:17][CH2:18][CH2:19]2)[C:11]([C:20]([F:21])([F:22])[F:23])=[CH:10][C:9]=1[NH:24][C:31](=[O:30])[CH2:32][C:33]([C:35]1[CH:40]=[CH:39][CH:38]=[C:37]([C:41]2[O:45][N:44]=[C:43]([CH3:46])[CH:42]=2)[CH:36]=1)=[O:34])([CH3:4])([CH3:2])[CH3:3], predict the reactants needed to synthesize it. The reactants are: [C:1]([O:5][C:6](=[O:25])[NH:7][C:8]1[CH:13]=[C:12]([N:14]2[CH2:19][CH2:18][O:17][CH2:16][CH2:15]2)[C:11]([C:20]([F:23])([F:22])[F:21])=[CH:10][C:9]=1[NH2:24])([CH3:4])([CH3:3])[CH3:2].C([O:30][C:31](=O)[CH2:32][C:33]([C:35]1[CH:40]=[CH:39][CH:38]=[C:37]([C:41]2[O:45][N:44]=[C:43]([CH3:46])[CH:42]=2)[CH:36]=1)=[O:34])(C)(C)C. (4) The reactants are: ClC(Cl)(Cl)C([C:5]1[N:9]2[C:10]([CH2:14][N:15]([C:27](OC(C)(C)C)=[O:28])[CH2:16][CH2:17][CH2:18][CH2:19][NH:20][C:21](=[O:26])[C:22]([F:25])([F:24])[F:23])=[CH:11][CH:12]=[CH:13][C:8]2=[N:7][CH:6]=1)=O.Cl. Given the product [F:24][C:22]([F:25])([F:23])[C:21]([NH:20][CH2:19][CH2:18][CH2:17][CH2:16][N:15]1[CH2:14][C:10]2[N:9]3[C:5](=[CH:6][N:7]=[C:8]3[CH:13]=[CH:12][CH:11]=2)[C:27]1=[O:28])=[O:26], predict the reactants needed to synthesize it. (5) Given the product [F:25][C:26]1[CH:31]=[C:30]([N+:32]([O-:34])=[O:33])[CH:29]=[CH:28][C:27]=1[O:35][C:2]1[CH:7]=[CH:6][N:5]=[C:4]2[CH:8]=[C:9]([C:11]3[N:16]=[CH:15][C:14]([CH2:17][CH2:18][N:19]4[CH2:23][CH2:22][CH2:21][C:20]4=[O:24])=[CH:13][CH:12]=3)[S:10][C:3]=12, predict the reactants needed to synthesize it. The reactants are: Cl[C:2]1[CH:7]=[CH:6][N:5]=[C:4]2[CH:8]=[C:9]([C:11]3[N:16]=[CH:15][C:14]([CH2:17][CH2:18][N:19]4[CH2:23][CH2:22][CH2:21][C:20]4=[O:24])=[CH:13][CH:12]=3)[S:10][C:3]=12.[F:25][C:26]1[CH:31]=[C:30]([N+:32]([O-:34])=[O:33])[CH:29]=[CH:28][C:27]=1[OH:35].C(=O)([O-])[O-].[K+].[K+]. (6) Given the product [CH3:1][C:2]1[C:7]([CH3:8])=[CH:6][CH:5]=[CH:4][N+:3]=1[O-:17], predict the reactants needed to synthesize it. The reactants are: [CH3:1][C:2]1[C:7]([CH3:8])=[CH:6][CH:5]=[CH:4][N:3]=1.ClC1C=CC=C(C(OO)=[O:17])C=1.S([O-])([O-])=O.[Na+].[Na+]. (7) Given the product [CH2:2]([C:3]1[CH:4]=[C:5]([C:9]2[S:10][CH:13]=[C:14]([CH2:15][C:16]([O:18][CH3:19])=[O:17])[N:11]=2)[CH:6]=[CH:7][N:8]=1)[CH3:1], predict the reactants needed to synthesize it. The reactants are: [CH3:1][CH2:2][C:3]1[CH:4]=[C:5]([C:9]([NH2:11])=[S:10])[CH:6]=[CH:7][N:8]=1.Cl[CH2:13][C:14](=O)[CH2:15][C:16]([O:18][CH3:19])=[O:17]. (8) Given the product [NH2:31][C:23]1[C:22]([C:20]([C:5]2[CH:4]=[C:3]([F:11])[C:2]([Cl:1])=[CH:7][C:6]=2[O:8][CH3:9])=[O:21])=[CH:27][N:26]=[C:25]([S:28][CH2:29][CH3:30])[N:24]=1, predict the reactants needed to synthesize it. The reactants are: [Cl:1][C:2]1[C:3]([F:11])=[CH:4][C:5](I)=[C:6]([O:8][CH3:9])[CH:7]=1.C([Mg]Cl)(C)C.CON(C)[C:20]([C:22]1[C:23]([NH2:31])=[N:24][C:25]([S:28][CH2:29][CH3:30])=[N:26][CH:27]=1)=[O:21]. (9) Given the product [Cl:14][C:9]1[N:2]([CH3:1])[C:3](=[O:4])[N:5]([CH3:11])[C:6](=[O:7])[CH:8]=1, predict the reactants needed to synthesize it. The reactants are: [CH3:1][N:2]1[C:9](=O)[CH2:8][C:6](=[O:7])[N:5]([CH3:11])[C:3]1=[O:4].P(Cl)(Cl)([Cl:14])=O. (10) Given the product [CH3:7][C:3]([CH3:8])([C:4](=[O:6])[CH3:5])[CH2:2][O:1][S:15]([CH3:18])(=[O:17])=[O:16], predict the reactants needed to synthesize it. The reactants are: [OH:1][CH2:2][C:3]([CH3:8])([CH3:7])[C:4](=[O:6])[CH3:5].N1C=CC=CC=1.[S:15](Cl)([CH3:18])(=[O:17])=[O:16].